This data is from Catalyst prediction with 721,799 reactions and 888 catalyst types from USPTO. The task is: Predict which catalyst facilitates the given reaction. (1) Reactant: [OH:1][C:2]1[CH:11]=[C:10]2[C:5]([C:6](=[O:27])[C:7]([CH:16]3[CH2:21][CH2:20][CH:19]([C:22]([O:24]CC)=[O:23])[CH2:18][CH2:17]3)=[C:8]([C:12]([F:15])([F:14])[F:13])[O:9]2)=[CH:4][CH:3]=1.Cl. The catalyst class is: 12. Product: [OH:1][C:2]1[CH:11]=[C:10]2[C:5]([C:6](=[O:27])[C:7]([C@H:16]3[CH2:17][CH2:18][C@H:19]([C:22]([OH:24])=[O:23])[CH2:20][CH2:21]3)=[C:8]([C:12]([F:15])([F:13])[F:14])[O:9]2)=[CH:4][CH:3]=1. (2) Reactant: [CH3:1][N:2]([CH3:9])[C:3](=[O:8])[C@@H:4]([CH2:6][OH:7])[NH2:5].S=[C:11]1[CH2:15][S:14][C:13](=[O:16])[NH:12]1. Product: [O:16]=[C:13]1[N:12]=[C:11]([NH:5][C@@H:4]([C:3]([N:2]([CH3:9])[CH3:1])=[O:8])[CH2:6][OH:7])[CH2:15][S:14]1. The catalyst class is: 8. (3) Reactant: [Br:1][C:2]1[CH:3]=[C:4]([CH:13]([C:16]2[CH:21]=[CH:20][CH:19]=[CH:18][CH:17]=2)[CH:14]=[CH2:15])[C:5]([O:9][CH2:10][CH2:11][CH3:12])=[C:6]([CH:8]=1)[NH2:7].[N:22]([C:25]1[CH:30]=[CH:29][C:28]([CH3:31])=[CH:27][CH:26]=1)=[C:23]=[O:24].CN(C)CCN. Product: [Br:1][C:2]1[CH:3]=[C:4]([CH:13]([C:16]2[CH:17]=[CH:18][CH:19]=[CH:20][CH:21]=2)[CH:14]=[CH2:15])[C:5]([O:9][CH2:10][CH2:11][CH3:12])=[C:6]([NH:7][C:23]([NH:22][C:25]2[CH:30]=[CH:29][C:28]([CH3:31])=[CH:27][CH:26]=2)=[O:24])[CH:8]=1. The catalyst class is: 1.